From a dataset of Forward reaction prediction with 1.9M reactions from USPTO patents (1976-2016). Predict the product of the given reaction. (1) Given the reactants [F:1][C:2]1[CH:7]=[CH:6][C:5]([N+:8]([O-])=O)=[CH:4][C:3]=1[C:11]1([CH3:16])[CH2:15][CH2:14][O:13][CH2:12]1, predict the reaction product. The product is: [F:1][C:2]1[CH:7]=[CH:6][C:5]([NH2:8])=[CH:4][C:3]=1[C:11]1([CH3:16])[CH2:15][CH2:14][O:13][CH2:12]1. (2) Given the reactants Br[CH:2]1[CH2:8][CH2:7][CH2:6][C:5]2[CH:9]=[C:10]([N:13]3[CH2:17][C@H:16]([CH2:18][NH:19][C:20](=[O:22])[CH3:21])[O:15][C:14]3=[O:23])[CH:11]=[CH:12][C:4]=2[C:3]1=O.[Si]([O:32][CH2:33][CH2:34][NH:35][C:36](=S)[NH:37][NH2:38])(C(C)(C)C)(C)C, predict the reaction product. The product is: [OH:32][CH2:33][CH2:34][NH:35][C:36]1[C:2]2[CH2:8][CH2:7][CH2:6][C:5]3[CH:9]=[C:10]([N:13]4[CH2:17][C@H:16]([CH2:18][NH:19][C:20](=[O:22])[CH3:21])[O:15][C:14]4=[O:23])[CH:11]=[CH:12][C:4]=3[C:3]=2[NH:38][N:37]=1.